This data is from Forward reaction prediction with 1.9M reactions from USPTO patents (1976-2016). The task is: Predict the product of the given reaction. (1) Given the reactants [CH2:1]([O:8][C:9]1[CH:14]=[C:13]([O:15][CH2:16][C:17]2[CH:22]=[CH:21][CH:20]=[CH:19][CH:18]=2)[N:12]=[C:11]([Cl:23])[C:10]=1[CH2:24][CH3:25])[C:2]1[CH:7]=[CH:6][CH:5]=[CH:4][CH:3]=1.[Li]CCCC.Cl[C:32]([O:34][CH2:35][C:36]1[CH:41]=[CH:40][CH:39]=[CH:38][CH:37]=1)=[O:33], predict the reaction product. The product is: [CH2:16]([O:15][C:13]1[N:12]=[C:11]([Cl:23])[C:10]([CH2:24][CH3:25])=[C:9]([O:8][CH2:1][C:2]2[CH:7]=[CH:6][CH:5]=[CH:4][CH:3]=2)[C:14]=1[C:32]([O:34][CH2:35][C:36]1[CH:41]=[CH:40][CH:39]=[CH:38][CH:37]=1)=[O:33])[C:17]1[CH:22]=[CH:21][CH:20]=[CH:19][CH:18]=1. (2) Given the reactants [CH3:1][O:2][C:3]1[CH:8]=[CH:7][C:6]([NH:9][CH:10]=[C:11]([C:17](OCC)=O)[C:12]([O:14][CH2:15][CH3:16])=[O:13])=[CH:5][CH:4]=1.O=P(Cl)(Cl)[Cl:24], predict the reaction product. The product is: [Cl:24][C:17]1[C:5]2[C:6](=[CH:7][CH:8]=[C:3]([O:2][CH3:1])[CH:4]=2)[N:9]=[CH:10][C:11]=1[C:12]([O:14][CH2:15][CH3:16])=[O:13]. (3) Given the reactants Cl[C:2]([O:4][C:5]1[CH:10]=[CH:9][C:8]([O:11][C:12]2[CH:17]=[CH:16][C:15]([C:18]([F:21])([F:20])[F:19])=[CH:14][N:13]=2)=[CH:7][CH:6]=1)=[O:3].Cl.[NH:23]1[CH2:28][CH2:27][CH:26]([N:29]2[CH2:33][CH2:32][CH2:31][C:30]2=[O:34])[CH2:25][CH2:24]1, predict the reaction product. The product is: [F:19][C:18]([F:21])([F:20])[C:15]1[CH:16]=[CH:17][C:12]([O:11][C:8]2[CH:9]=[CH:10][C:5]([O:4][C:2]([N:23]3[CH2:24][CH2:25][CH:26]([N:29]4[CH2:33][CH2:32][CH2:31][C:30]4=[O:34])[CH2:27][CH2:28]3)=[O:3])=[CH:6][CH:7]=2)=[N:13][CH:14]=1. (4) Given the reactants [Cl:1][C:2]1[S:6][C:5]([C@H:7]2[C@H:12]([OH:13])[C@@H:11]([OH:14])[C@H:10]([OH:15])[C@@H:9]([CH2:16][OH:17])[O:8]2)=[CH:4][C:3]=1[CH2:18][C:19]1[CH:24]=[CH:23][C:22]([OH:25])=[CH:21][CH:20]=1.[CH2:26](Br)[C:27]#[CH:28].C([O-])([O-])=O.[Cs+].[Cs+], predict the reaction product. The product is: [Cl:1][C:2]1[S:6][C:5]([C@H:7]2[C@H:12]([OH:13])[C@@H:11]([OH:14])[C@H:10]([OH:15])[C@@H:9]([CH2:16][OH:17])[O:8]2)=[CH:4][C:3]=1[CH2:18][C:19]1[CH:24]=[CH:23][C:22]([O:25][CH2:28][C:27]#[CH:26])=[CH:21][CH:20]=1. (5) Given the reactants C(O[C:4]([C:6]1[C:7](=[O:26])[N:8]([CH2:18][C:19]2([C:22]([F:25])([F:24])[F:23])[CH2:21][CH2:20]2)[N:9]=[C:10]([C:13]2[S:14][CH:15]=[CH:16][CH:17]=2)[C:11]=1[OH:12])=O)C.[NH2:27][C:28]1[CH:33]=[CH:32][C:31]([I:34])=[CH:30][C:29]=1[S:35]([NH2:38])(=[O:37])=[O:36], predict the reaction product. The product is: [OH:12][C:11]1[C:10]([C:13]2[S:14][CH:15]=[CH:16][CH:17]=2)=[N:9][N:8]([CH2:18][C:19]2([C:22]([F:23])([F:25])[F:24])[CH2:21][CH2:20]2)[C:7](=[O:26])[C:6]=1[C:4]1[NH:27][C:28]2[CH:33]=[CH:32][C:31]([I:34])=[CH:30][C:29]=2[S:35](=[O:37])(=[O:36])[N:38]=1. (6) Given the reactants [N:1]1([C:7]([O:9][CH2:10][C:11]2[CH:16]=[CH:15][CH:14]=[CH:13][CH:12]=2)=[O:8])[CH2:6][CH2:5][NH:4][CH2:3][CH2:2]1.C(=O)([O-])[O-].[K+].[K+].Cl[CH2:24][C:25]([C:27]1[CH:32]=[CH:31][CH:30]=[CH:29][CH:28]=1)=[O:26], predict the reaction product. The product is: [O:26]=[C:25]([C:27]1[CH:32]=[CH:31][CH:30]=[CH:29][CH:28]=1)[CH2:24][N:4]1[CH2:5][CH2:6][N:1]([C:7]([O:9][CH2:10][C:11]2[CH:16]=[CH:15][CH:14]=[CH:13][CH:12]=2)=[O:8])[CH2:2][CH2:3]1. (7) The product is: [CH2:22]([CH:29]1[CH2:34][CH2:33][N:32]([C:4]2[CH:3]=[C:2]([NH2:1])[CH:10]=[CH:9][C:5]=2[C:6]([NH2:13])=[O:8])[CH2:31][CH2:30]1)[C:23]1[CH:28]=[CH:27][CH:26]=[CH:25][CH:24]=1. Given the reactants [NH2:1][C:2]1[CH:10]=[CH:9][C:5]([C:6]([OH:8])=O)=[CH:4][CH:3]=1.CC[N:13]=C=NCCCN(C)C.[CH2:22]([CH:29]1[CH2:34][CH2:33][NH:32][CH2:31][CH2:30]1)[C:23]1[CH:28]=[CH:27][CH:26]=[CH:25][CH:24]=1.O, predict the reaction product. (8) Given the reactants [CH2:1]([O:3][C:4](=[O:25])[C@@H:5]([O:21][CH2:22][CH2:23][CH3:24])[CH2:6][C:7]1[CH:12]=[CH:11][C:10]([O:13]CC2C=CC=CC=2)=[CH:9][CH:8]=1)[CH3:2].COC(=O)C(OC)CC1C=CC=C(O)C=1, predict the reaction product. The product is: [CH2:1]([O:3][C:4](=[O:25])[C@@H:5]([O:21][CH2:22][CH2:23][CH3:24])[CH2:6][C:7]1[CH:8]=[CH:9][C:10]([OH:13])=[CH:11][CH:12]=1)[CH3:2]. (9) Given the reactants Cl[C:2]1[NH:3][C:4]2[CH:10]=[CH:9][CH:8]=[CH:7][C:5]=2[N:6]=1.[F:11][C:12]1[CH:26]=[CH:25][C:15]([CH:16]([NH2:24])[C:17]2[CH:22]=[CH:21][C:20]([F:23])=[CH:19][CH:18]=2)=[CH:14][CH:13]=1, predict the reaction product. The product is: [N:6]1[C:5]2[CH:7]=[CH:8][CH:9]=[CH:10][C:4]=2[NH:3][C:2]=1[NH:24][CH:16]([C:15]1[CH:25]=[CH:26][C:12]([F:11])=[CH:13][CH:14]=1)[C:17]1[CH:18]=[CH:19][C:20]([F:23])=[CH:21][CH:22]=1.